From a dataset of Full USPTO retrosynthesis dataset with 1.9M reactions from patents (1976-2016). Predict the reactants needed to synthesize the given product. (1) Given the product [F:1][C:2]1[CH:7]=[C:6]([CH3:8])[CH:5]=[CH:4][C:3]=1[C:9]1[C:10]([C:11]2[CH:16]=[CH:15][CH:14]=[CH:13][CH:12]=2)=[C:37]([CH2:38][CH2:39][S:40][CH3:41])[NH:28][N:29]=1, predict the reactants needed to synthesize it. The reactants are: [F:1][C:2]1[CH:7]=[C:6]([CH3:8])[CH:5]=[CH:4][C:3]=1[C:9](=O)[CH2:10][C:11]1[CH:16]=[CH:15][CH:14]=[CH:13][CH:12]=1.[Li+].C[Si]([N-][Si](C)(C)C)(C)C.[N:28]1([C:37](=O)[CH2:38][CH2:39][S:40][CH3:41])C2C=CC=CC=2N=[N:29]1.O.NN. (2) Given the product [CH2:14]([O:16][N:17]=[C:3]([C:5]1[C:10]([Cl:11])=[CH:9][C:8]([Cl:12])=[CH:7][N:6]=1)[CH2:2][Br:1])[CH3:15], predict the reactants needed to synthesize it. The reactants are: [Br:1][CH2:2][C:3]([C:5]1[C:10]([Cl:11])=[CH:9][C:8]([Cl:12])=[CH:7][N:6]=1)=O.Cl.[CH2:14]([O:16][NH2:17])[CH3:15]. (3) Given the product [F:1][C:2]1([CH3:12])[CH2:5][C:4]([CH3:11])([C:6]([OH:8])=[O:7])[CH2:3]1, predict the reactants needed to synthesize it. The reactants are: [F:1][C:2]1([CH3:12])[CH2:5][C:4]([CH3:11])([C:6]([O:8]CC)=[O:7])[CH2:3]1.[OH-].[Na+]. (4) Given the product [Br:17][C:18]1[CH:23]=[CH:22][C:21]([O:24][C:2]2[N:11]=[C:10]([F:12])[C:9]([Si:13]([CH3:16])([CH3:15])[CH3:14])=[CH:8][C:3]=2[C:4]([O:6][CH3:7])=[O:5])=[C:20]([I:25])[CH:19]=1, predict the reactants needed to synthesize it. The reactants are: F[C:2]1[N:11]=[C:10]([F:12])[C:9]([Si:13]([CH3:16])([CH3:15])[CH3:14])=[CH:8][C:3]=1[C:4]([O:6][CH3:7])=[O:5].[Br:17][C:18]1[CH:23]=[CH:22][C:21]([OH:24])=[C:20]([I:25])[CH:19]=1.C(=O)([O-])[O-].[K+].[K+]. (5) Given the product [Cl:1][C:2]1[CH:7]=[CH:6][C:5]([CH2:8][S:9][C:11]2[CH:21]=[C:15]3[N:16]([CH3:20])[CH2:17][CH2:18][CH2:19][N:14]3[C:13](=[O:22])[N:12]=2)=[CH:4][CH:3]=1, predict the reactants needed to synthesize it. The reactants are: [Cl:1][C:2]1[CH:7]=[CH:6][C:5]([CH2:8][SH:9])=[CH:4][CH:3]=1.Cl[C:11]1[CH:21]=[C:15]2[N:16]([CH3:20])[CH2:17][CH2:18][CH2:19][N:14]2[C:13](=[O:22])[N:12]=1. (6) Given the product [Cl:12][C:10]1[N:9]=[CH:8][C:6]2[N:7]=[C:2]([N:20]3[CH2:25][CH2:24][NH:23][CH2:22][CH2:21]3)[C:3](=[O:19])[N:4]([CH2:13][CH2:14][O:15][CH2:16][CH2:17][CH3:18])[C:5]=2[CH:11]=1, predict the reactants needed to synthesize it. The reactants are: Cl[C:2]1[C:3](=[O:19])[N:4]([CH2:13][CH2:14][O:15][CH2:16][CH2:17][CH3:18])[C:5]2[CH:11]=[C:10]([Cl:12])[N:9]=[CH:8][C:6]=2[N:7]=1.[NH:20]1[CH2:25][CH2:24][NH:23][CH2:22][CH2:21]1.C(N(CC)CC)C.C(OCC)(=O)C.CCCCCC. (7) Given the product [CH:16]1[C:17]2[CH:18]([CH2:20][O:21][C:22]([N:24]3[CH2:28][CH2:27][CH2:26][C@H:25]3[C:29]([O:31][C:42]([CH3:47])([CH3:46])[C:43]([OH:45])=[O:44])=[O:30])=[O:23])[C:19]3[C:11](=[CH:10][CH:9]=[CH:8][CH:7]=3)[C:12]=2[CH:13]=[CH:14][CH:15]=1, predict the reactants needed to synthesize it. The reactants are: C(Cl)(=O)C(Cl)=O.[CH:7]1[C:19]2[CH:18]([CH2:20][O:21][C:22]([N:24]3[CH2:28][CH2:27][CH2:26][C@H:25]3[C:29]([OH:31])=[O:30])=[O:23])[C:17]3[C:12](=[CH:13][CH:14]=[CH:15][CH:16]=3)[C:11]=2[CH:10]=[CH:9][CH:8]=1.C(N(C(C)C)C(C)C)C.O[C:42]([CH3:47])([CH3:46])[C:43]([OH:45])=[O:44]. (8) Given the product [CH2:1]([N:8]1[C:12]2[CH2:13][C:14](=[O:16])[CH2:15][C:11]=2[C:10]([C:17]#[N:19])=[N:9]1)[C:2]1[CH:3]=[CH:4][CH:5]=[CH:6][CH:7]=1, predict the reactants needed to synthesize it. The reactants are: [CH2:1]([N:8]1[C:12]2[CH2:13][C:14](=[O:16])[CH2:15][C:11]=2[C:10]([C:17]([NH2:19])=O)=[N:9]1)[C:2]1[CH:7]=[CH:6][CH:5]=[CH:4][CH:3]=1.N1C(Cl)=NC(Cl)=NC=1Cl. (9) Given the product [C:7]1([C:16]#[C:15][CH2:14][CH2:13][N:17]2[C:21](=[O:22])[C:20]3[C:19](=[CH:26][CH:25]=[CH:24][CH:23]=3)[C:18]2=[O:27])[CH:12]=[CH:11][CH:10]=[CH:9][CH:8]=1, predict the reactants needed to synthesize it. The reactants are: O1CCCC1.I[C:7]1[CH:12]=[CH:11][CH:10]=[CH:9][CH:8]=1.[CH2:13]([N:17]1[C:21](=[O:22])[C:20]2=[CH:23][CH:24]=[CH:25][CH:26]=[C:19]2[C:18]1=[O:27])[CH2:14][C:15]#[CH:16].